Dataset: Full USPTO retrosynthesis dataset with 1.9M reactions from patents (1976-2016). Task: Predict the reactants needed to synthesize the given product. (1) Given the product [Cl:42][C:43]1[CH:48]=[CH:47][C:46]2[N:49]([CH2:59][C:60]3[CH:65]=[CH:64][C:63]([O:66][CH3:67])=[CH:62][C:61]=3[O:68][CH3:69])[C:50](=[O:58])[C@@H:51]([CH2:52][C:53]([O:55][CH2:56][CH3:57])=[O:54])[O:71][C@H:70]([C:72]3[CH:77]=[CH:76][CH:75]=[C:74]([O:78][C:79]([F:80])([F:81])[F:82])[C:73]=3[Cl:83])[C:45]=2[CH:44]=1, predict the reactants needed to synthesize it. The reactants are: ClC1C=CC2N(CC3C=CC(OC)=CC=3OC)C(=O)[C@@H](CC(OCC)=O)O[C@H](C3C=CC=C(OC(F)F)C=3Cl)C=2C=1.[Cl:42][C:43]1[CH:48]=[CH:47][C:46]([N:49]([CH2:59][C:60]2[CH:65]=[CH:64][C:63]([O:66][CH3:67])=[CH:62][C:61]=2[O:68][CH3:69])[C:50](=[O:58])/[CH:51]=[CH:52]/[C:53]([O:55][CH2:56][CH3:57])=[O:54])=[C:45]([CH:70]([C:72]2[CH:77]=[CH:76][CH:75]=[C:74]([O:78][C:79]([F:82])([F:81])[F:80])[C:73]=2[Cl:83])[OH:71])[CH:44]=1. (2) Given the product [C:33]([O:36][CH2:37][C:38]([NH:1][C:2]1[CH:7]=[CH:6][C:5]([S:8]([N:11]([C:13]2[CH:32]=[CH:31][C:16]3[N:17]([CH2:24][CH:25]4[CH2:26][CH2:27][O:28][CH2:29][CH2:30]4)[C:18]([C:20]([CH3:23])([CH3:21])[CH3:22])=[N:19][C:15]=3[CH:14]=2)[CH3:12])(=[O:10])=[O:9])=[CH:4][CH:3]=1)=[O:39])(=[O:35])[CH3:34], predict the reactants needed to synthesize it. The reactants are: [NH2:1][C:2]1[CH:7]=[CH:6][C:5]([S:8]([N:11]([C:13]2[CH:32]=[CH:31][C:16]3[N:17]([CH2:24][CH:25]4[CH2:30][CH2:29][O:28][CH2:27][CH2:26]4)[C:18]([C:20]([CH3:23])([CH3:22])[CH3:21])=[N:19][C:15]=3[CH:14]=2)[CH3:12])(=[O:10])=[O:9])=[CH:4][CH:3]=1.[C:33]([O:36][CH2:37][C:38](Cl)=[O:39])(=[O:35])[CH3:34]. (3) Given the product [CH2:1]([C:4]([P:10]([O-:13])([OH:12])=[O:11])([P:6]([O-:8])([OH:9])=[O:7])[OH:5])[CH2:2][NH2:3].[OH2:20].[Na+:14].[Na+:14], predict the reactants needed to synthesize it. The reactants are: [CH2:1]([C:4]([P:10]([O-:13])([OH:12])=[O:11])([P:6]([O-:9])([OH:8])=[O:7])[OH:5])[CH2:2][NH2:3].[Na+:14].[Na+].C(C(P(O)(O)=O)(P(O)(O)=O)[OH:20])CN.[Na].C[O-].[Na+].[O-]CC.[Na+]. (4) Given the product [CH2:1]([N:23]1[C:19]2[C:18]3[CH:17]=[CH:16][CH:15]=[CH:14][C:13]=3[N:12]=[C:7]([NH2:9])[C:20]=2[N:21]=[CH:22]1)[CH:2]([CH3:5])[CH3:3], predict the reactants needed to synthesize it. The reactants are: [CH3:1][C:2]([CH3:5])([O-])[CH3:3].[K+].[CH:7]([NH2:9])=O.ClC1[C:20]2[N:21]=[CH:22][NH:23][C:19]=2[C:18]2[CH:17]=[CH:16][CH:15]=[CH:14][C:13]=2[N:12]=1.Cl. (5) Given the product [C:1]1([C:7]2[CH:11]=[C:10]([N:12]3[C:16](=[O:17])[C:15]4[C:14](=[CH:22][CH:21]=[CH:20][CH:19]=4)[C:13]3=[O:18])[NH:9][N:8]=2)[CH:2]=[CH:3][CH:4]=[CH:5][CH:6]=1, predict the reactants needed to synthesize it. The reactants are: [C:1]1([C:7]2[CH:11]=[C:10]([NH2:12])[NH:9][N:8]=2)[CH:6]=[CH:5][CH:4]=[CH:3][CH:2]=1.[C:13]1(=O)[O:18][C:16](=[O:17])[C:15]2=[CH:19][CH:20]=[CH:21][CH:22]=[C:14]12. (6) Given the product [CH2:13]([N:12]1[CH2:11][CH2:10][C:9](=[O:8])[NH:23][C:22]2[CH:21]=[N:20][C:19]([Cl:24])=[N:18][C:17]1=2)[CH2:14][CH2:15][CH3:16], predict the reactants needed to synthesize it. The reactants are: C(O)C.C([O:8][C:9](=O)[CH2:10][CH2:11][N:12]([C:17]1[C:22]([NH2:23])=[CH:21][N:20]=[C:19]([Cl:24])[N:18]=1)[CH2:13][CH2:14][CH2:15][CH3:16])(C)(C)C. (7) Given the product [OH:1][C:2]1[C:3]([CH3:22])=[CH:4][C:5]([C:9]2[NH:18][C:17](=[O:19])[C:16]3[C:11](=[CH:12][CH:13]=[C:14]([CH:20]=[O:26])[CH:15]=3)[N:10]=2)=[CH:6][C:7]=1[CH3:8], predict the reactants needed to synthesize it. The reactants are: [OH:1][C:2]1[C:7]([CH3:8])=[CH:6][C:5]([C:9]2[NH:18][C:17](=[O:19])[C:16]3[C:11](=[CH:12][CH:13]=[C:14]([CH:20]=C)[CH:15]=3)[N:10]=2)=[CH:4][C:3]=1[CH3:22].C1C[O:26]CC1. (8) Given the product [ClH:26].[NH2:33][CH2:34][CH2:35][N:36]([CH:37]1[CH2:42][CH2:41][N:40]([CH2:43][C:44]([F:47])([F:45])[F:46])[CH2:39][CH2:38]1)[S:23]([C:20]1[CH:21]=[CH:22][C:17]([NH:16][C:12]2[N:11]=[C:10]([NH:9][C:6]3[CH:7]=[CH:8][C:3]([F:2])=[CH:4][CH:5]=3)[CH:15]=[CH:14][N:13]=2)=[CH:18][CH:19]=1)(=[O:25])=[O:24], predict the reactants needed to synthesize it. The reactants are: Cl.[F:2][C:3]1[CH:8]=[CH:7][C:6]([NH:9][C:10]2[CH:15]=[CH:14][N:13]=[C:12]([NH:16][C:17]3[CH:22]=[CH:21][C:20]([S:23]([Cl:26])(=[O:25])=[O:24])=[CH:19][CH:18]=3)[N:11]=2)=[CH:5][CH:4]=1.C(OC(=O)[NH:33][CH2:34][CH2:35][NH:36][CH:37]1[CH2:42][CH2:41][N:40]([CH2:43][C:44]([F:47])([F:46])[F:45])[CH2:39][CH2:38]1)(C)(C)C. (9) Given the product [O:4]1[C:8]2[CH:9]=[CH:10][CH:11]=[C:12]([N:13]3[CH2:18][CH2:17][N:16]([CH2:19][CH2:20][C@H:21]4[CH2:26][CH2:25][C@H:24]([NH:27][C:38]([C:31]5[C:32]6[C:37](=[CH:36][CH:35]=[CH:34][CH:33]=6)[N:28]=[CH:29][CH:30]=5)=[O:39])[CH2:23][CH2:22]4)[CH2:15][CH2:14]3)[C:7]=2[O:6][CH2:5]1, predict the reactants needed to synthesize it. The reactants are: Cl.Cl.Cl.[O:4]1[C:8]2[CH:9]=[CH:10][CH:11]=[C:12]([N:13]3[CH2:18][CH2:17][N:16]([CH2:19][CH2:20][C@H:21]4[CH2:26][CH2:25][C@H:24]([NH2:27])[CH2:23][CH2:22]4)[CH2:15][CH2:14]3)[C:7]=2[O:6][CH2:5]1.[N:28]1[C:37]2[C:32](=[CH:33][CH:34]=[CH:35][CH:36]=2)[C:31]([C:38](O)=[O:39])=[CH:30][CH:29]=1.